This data is from Reaction yield outcomes from USPTO patents with 853,638 reactions. The task is: Predict the reaction yield, written as a fraction of the theoretical maximum amount of product (1.0 means a 100% yield; for example, 0.34 means a 34% yield). (1) The reactants are [F:1][C:2]1[CH:29]=[C:28]([N+:30]([O-:32])=[O:31])[CH:27]=[CH:26][C:3]=1[O:4][C:5]1[CH:10]=[CH:9][N:8]=[C:7]2[CH:11]=[C:12]([C:14]3[N:19]=[CH:18][C:17]([CH2:20][NH:21][CH2:22][CH2:23][O:24][CH3:25])=[CH:16][CH:15]=3)[S:13][C:6]=12.[CH3:33][C:34]([O:37][C:38](O[C:38]([O:37][C:34]([CH3:36])([CH3:35])[CH3:33])=[O:39])=[O:39])([CH3:36])[CH3:35]. The catalyst is C1COCC1. The product is [F:1][C:2]1[CH:29]=[C:28]([N+:30]([O-:32])=[O:31])[CH:27]=[CH:26][C:3]=1[O:4][C:5]1[CH:10]=[CH:9][N:8]=[C:7]2[CH:11]=[C:12]([C:14]3[N:19]=[CH:18][C:17]([CH2:20][N:21]([CH2:22][CH2:23][O:24][CH3:25])[C:38](=[O:39])[O:37][C:34]([CH3:36])([CH3:35])[CH3:33])=[CH:16][CH:15]=3)[S:13][C:6]=12. The yield is 0.770. (2) The yield is 0.980. The catalyst is C(O)C.C(OCC)(=O)C.O. The product is [NH2:15][C:11]1[CH:12]=[C:13]2[C:8](=[CH:9][CH:10]=1)[NH:7][C:6]([C:2]([CH3:5])([CH3:1])[CH2:3][OH:4])=[CH:14]2. The reactants are [CH3:1][C:2]([C:6]1[NH:7][C:8]2[C:13]([CH:14]=1)=[CH:12][C:11]([N+:15]([O-])=O)=[CH:10][CH:9]=2)([CH3:5])[CH2:3][OH:4].O.O.[Sn](Cl)(Cl)(Cl)Cl. (3) The reactants are [CH2:1]([O:3][CH:4]1[O:8][C:7](=[O:9])[CH:6]=[CH:5]1)[CH3:2].[Br:10]Br. The catalyst is C(Cl)(Cl)(Cl)Cl. The product is [Br:10][C:5]1[CH:4]([O:3][CH2:1][CH3:2])[O:8][C:7](=[O:9])[CH:6]=1. The yield is 0.820. (4) The reactants are [C:1]([O:5][C:6]([N:8]1[CH2:13][CH2:12][CH:11]([CH2:14][O:15][C:16]2[CH:21]=[CH:20][CH:19]=[CH:18][C:17]=2[NH2:22])[CH2:10][CH2:9]1)=[O:7])([CH3:4])([CH3:3])[CH3:2].[CH3:23][S:24](Cl)(=[O:26])=[O:25]. The catalyst is O1CCCC1.C(N(CC)CC)C. The product is [C:1]([O:5][C:6]([N:8]1[CH2:9][CH2:10][CH:11]([CH2:14][O:15][C:16]2[CH:21]=[CH:20][CH:19]=[CH:18][C:17]=2[NH:22][S:24]([CH3:23])(=[O:26])=[O:25])[CH2:12][CH2:13]1)=[O:7])([CH3:4])([CH3:2])[CH3:3]. The yield is 0.900.